Task: Predict the reaction yield, written as a fraction of the theoretical maximum amount of product (1.0 means a 100% yield; for example, 0.34 means a 34% yield).. Dataset: Reaction yield outcomes from USPTO patents with 853,638 reactions The product is [C:21]([Si:18]([O:12][C:3]1[CH:4]=[CH:5][CH:6]=[C:7]([C:8]([F:10])([F:11])[F:9])[C:2]=1[Cl:1])([CH3:20])[CH3:19])([CH3:24])([CH3:23])[CH3:22]. The reactants are [Cl:1][C:2]1[C:7]([C:8]([F:11])([F:10])[F:9])=[CH:6][CH:5]=[CH:4][C:3]=1[OH:12].N1C=CN=C1.[Si:18](Cl)([C:21]([CH3:24])([CH3:23])[CH3:22])([CH3:20])[CH3:19]. The yield is 0.990. The catalyst is C(Cl)Cl.CCOC(C)=O.